Dataset: Full USPTO retrosynthesis dataset with 1.9M reactions from patents (1976-2016). Task: Predict the reactants needed to synthesize the given product. (1) Given the product [CH:37]1([NH:40][C:23](=[O:24])[CH:22]([N:8]2[CH2:9][CH2:10][CH2:11][C:12]3[CH:17]=[C:16]([O:18][CH3:19])[C:15]([O:20][CH3:21])=[CH:14][C:13]=3[CH:7]2[CH2:6][C:5]2[CH:32]=[CH:33][C:34]([O:35][CH3:36])=[C:3]([O:2][CH3:1])[CH:4]=2)[C:26]2[CH:31]=[CH:30][CH:29]=[CH:28][CH:27]=2)[CH2:39][CH2:38]1, predict the reactants needed to synthesize it. The reactants are: [CH3:1][O:2][C:3]1[CH:4]=[C:5]([CH:32]=[CH:33][C:34]=1[O:35][CH3:36])[CH2:6][CH:7]1[C:13]2[CH:14]=[C:15]([O:20][CH3:21])[C:16]([O:18][CH3:19])=[CH:17][C:12]=2[CH2:11][CH2:10][CH2:9][N:8]1[CH:22]([C:26]1[CH:31]=[CH:30][CH:29]=[CH:28][CH:27]=1)[C:23](O)=[O:24].[CH:37]1([NH2:40])[CH2:39][CH2:38]1. (2) Given the product [ClH:11].[OH:1][C:2]1[CH:10]=[CH:9][CH:8]=[CH:7][C:3]=1[CH2:4][NH2:5], predict the reactants needed to synthesize it. The reactants are: [OH:1][C:2]1[CH:10]=[CH:9][CH:8]=[CH:7][C:3]=1[CH:4]=[N:5]O.[ClH:11]. (3) The reactants are: CO[C:3](=[O:15])[C:4]1[CH:9]=[C:8]([O:10][CH2:11][CH3:12])[C:7]([Cl:13])=[C:6]([NH2:14])[CH:5]=1.[H-].[Al+3].[Li+].[H-].[H-].[H-].C1C[O:25][CH2:24][CH2:23]1. Given the product [Cl:13][C:7]1[C:8]([O:10][CH2:11][CH3:12])=[CH:9][C:4]([CH:3]=[O:15])=[CH:5][C:6]=1[NH:14][C:24](=[O:25])[CH3:23], predict the reactants needed to synthesize it. (4) Given the product [NH2:14][C:5]1[CH:6]=[C:7]([S:10]([NH2:13])(=[O:11])=[O:12])[CH:8]=[CH:9][C:4]=1[O:3][CH2:1][CH3:2], predict the reactants needed to synthesize it. The reactants are: [CH2:1]([O:3][C:4]1[CH:9]=[CH:8][C:7]([S:10]([NH2:13])(=[O:12])=[O:11])=[CH:6][C:5]=1[N+:14]([O-])=O)[CH3:2].COC1C=CC(C#N)=CC=1[N+]([O-])=O.CC1C=CC(C(N)=O)=CC=1NC(N)=S. (5) Given the product [CH2:1]([O:3][C:4](=[O:15])[C:5]([CH3:7])([C:8]1[C:13]([C:17]#[C:16][C:18]2[CH:23]=[CH:22][CH:21]=[CH:20][CH:19]=2)=[N:12][CH:11]=[CH:10][N:9]=1)[CH3:6])[CH3:2], predict the reactants needed to synthesize it. The reactants are: [CH2:1]([O:3][C:4](=[O:15])[C:5]([C:8]1[C:13](Cl)=[N:12][CH:11]=[CH:10][N:9]=1)([CH3:7])[CH3:6])[CH3:2].[C:16]([C:18]1[CH:23]=[CH:22][CH:21]=[CH:20][C:19]=1C(F)(F)F)#[CH:17].C(=O)([O-])[O-].[Cs+].[Cs+]. (6) The reactants are: C([Li])CCC.[Si:6]([O:13][CH2:14][CH:15]([C:17]1[CH:18]=[CH:19][C:20]([F:23])=[N:21][CH:22]=1)[CH3:16])([C:9]([CH3:12])([CH3:11])[CH3:10])([CH3:8])[CH3:7].[B:24](OC(C)C)([O:29]C(C)C)[O:25]C(C)C. Given the product [Si:6]([O:13][CH2:14][CH:15]([C:17]1[CH:18]=[C:19]([B:24]([OH:29])[OH:25])[C:20]([F:23])=[N:21][CH:22]=1)[CH3:16])([C:9]([CH3:12])([CH3:10])[CH3:11])([CH3:8])[CH3:7], predict the reactants needed to synthesize it.